This data is from Catalyst prediction with 721,799 reactions and 888 catalyst types from USPTO. The task is: Predict which catalyst facilitates the given reaction. (1) Reactant: [Cl:1][C:2]1[CH:7]=[CH:6][CH:5]=[CH:4][C:3]=1[N:8]1[CH:18]([C:19]2[CH:24]=[CH:23][C:22]([C:25]([F:28])([F:27])[F:26])=[CH:21][CH:20]=2)[C:11]2[CH2:12][NH:13][CH2:14][CH2:15][C:16](=O)[C:10]=2[N:9]1C(OC(C)(C)C)=O.[C:36]([O-:39])(=[O:38])C.[NH4+:40].C([BH3-])#N.[Na+]. Product: [C:11]([O:39][C:36]([N:13]1[CH2:14][CH2:15][CH:16]([NH2:40])[C:10]2[C:11](=[C:18]([C:19]3[CH:24]=[CH:23][C:22]([C:25]([F:26])([F:28])[F:27])=[CH:21][CH:20]=3)[N:8]([C:3]3[CH:4]=[CH:5][CH:6]=[CH:7][C:2]=3[Cl:1])[N:9]=2)[CH2:12]1)=[O:38])([CH3:18])([CH3:12])[CH3:10]. The catalyst class is: 5. (2) Reactant: [BrH:1].[CH3:2][NH:3][C:4]([C:6]1[CH:7]=[C:8]([O:12][C:13]2[CH:14]=[CH:15][C:16]([NH:19][C:20]([NH:22][C:23]3[CH:24]=[CH:25][C:26]([Cl:33])=[C:27]([C:29]([F:32])([F:31])[F:30])[CH:28]=3)=[O:21])=[CH:17][CH:18]=2)[CH:9]=[CH:10][N:11]=1)=[O:5].C(OC(C)C)(C)C. Product: [CH3:2][NH:3][C:4]([C:6]1[CH:7]=[C:8]([O:12][C:13]2[CH:18]=[CH:17][C:16]([NH:19][C:20]([NH:22][C:23]3[CH:24]=[CH:25][C:26]([Cl:33])=[C:27]([C:29]([F:32])([F:30])[F:31])[CH:28]=3)=[O:21])=[CH:15][CH:14]=2)[CH:9]=[CH:10][N:11]=1)=[O:5].[BrH:1]. The catalyst class is: 8. (3) Reactant: [CH3:1][C:2]1[CH:3]=[C:4]([CH:8]=[C:9]([CH3:12])[C:10]=1[OH:11])[C:5]([OH:7])=[O:6].[C:13](OC(=O)C)(=[O:15])[CH3:14]. Product: [C:13]([O:11][C:10]1[C:9]([CH3:12])=[CH:8][C:4]([C:5]([OH:7])=[O:6])=[CH:3][C:2]=1[CH3:1])(=[O:15])[CH3:14]. The catalyst class is: 17. (4) Reactant: C[O:2][C:3]([C:5]1[CH:10]=[CH:9][N:8]2[C:11]([I:14])=[CH:12][N:13]=[C:7]2[CH:6]=1)=O.O.[NH2:16][NH2:17]. Product: [I:14][C:11]1[N:8]2[CH:9]=[CH:10][C:5]([C:3]([NH:16][NH2:17])=[O:2])=[CH:6][C:7]2=[N:13][CH:12]=1. The catalyst class is: 5.